This data is from Full USPTO retrosynthesis dataset with 1.9M reactions from patents (1976-2016). The task is: Predict the reactants needed to synthesize the given product. (1) Given the product [Cl:1][C:2]1[CH:7]=[CH:6][C:5]([NH:8][C:9]([CH2:11][CH:12]([C:19]2[C:23]([CH:24]3[CH2:25][CH2:26]3)=[C:22]([CH:27]3[CH2:28][CH:29]([CH2:31][C:32]([CH3:34])([CH3:33])[CH3:35])[CH2:30]3)[O:21][N:20]=2)[CH2:13][CH2:14][C:15]([OH:17])=[O:16])=[O:10])=[C:4]([CH3:36])[CH:3]=1, predict the reactants needed to synthesize it. The reactants are: [Cl:1][C:2]1[CH:7]=[CH:6][C:5]([NH:8][C:9]([CH2:11][CH:12]([C:19]2[C:23]([CH:24]3[CH2:26][CH2:25]3)=[C:22]([CH:27]3[CH2:30][CH:29]([CH2:31][C:32]([CH3:35])([CH3:34])[CH3:33])[CH2:28]3)[O:21][N:20]=2)[CH2:13][CH2:14][C:15]([O:17]C)=[O:16])=[O:10])=[C:4]([CH3:36])[CH:3]=1.Br.C([O-])(=O)C.[Na+]. (2) The reactants are: [NH2:1][N:2]1[N:11]=[C:10]([C:12]([F:15])([F:14])[F:13])[C:9]2[C:4](=[CH:5][CH:6]=[CH:7][CH:8]=2)[C:3]1=[O:16].[C:17]1([CH2:23][C:24](O)=[O:25])[CH:22]=[CH:21][CH:20]=[CH:19][CH:18]=1.F[P-](F)(F)(F)(F)F.N1(OC(N(C)C)=[N+](C)C)C2N=CC=CC=2N=N1.C(N(CC)CC)C. Given the product [O:16]=[C:3]1[C:4]2[C:9](=[CH:8][CH:7]=[CH:6][CH:5]=2)[C:10]([C:12]([F:15])([F:13])[F:14])=[N:11][N:2]1[NH:1][C:24](=[O:25])[CH2:23][C:17]1[CH:22]=[CH:21][CH:20]=[CH:19][CH:18]=1, predict the reactants needed to synthesize it. (3) The reactants are: C([O:8][C:9]1[CH:18]=[CH:17][C:12]([C:13]([O:15][CH3:16])=[O:14])=[CH:11][C:10]=1[C:19]1[C:23]([CH3:25])([CH3:24])[CH2:22][CH2:21][CH:20]=1)C1C=CC=CC=1. Given the product [CH3:24][C:23]1([CH3:25])[CH2:22][CH2:21][CH2:20][CH:19]1[C:10]1[CH:11]=[C:12]([CH:17]=[CH:18][C:9]=1[OH:8])[C:13]([O:15][CH3:16])=[O:14], predict the reactants needed to synthesize it. (4) Given the product [Cl:1][C:2]1[CH:3]=[C:4]2[C:5](=[CH:6][CH:7]=1)[C@H:8]([CH2:9][CH3:10])[N:11]([C:101]([O:100][C:97]([CH3:99])([CH3:98])[CH3:96])=[O:102])[CH2:18]2, predict the reactants needed to synthesize it. The reactants are: [Cl:1][C:2]1[CH:7]=[CH:6][C:5]([C@@H:8]([NH:11][S@@](C(C)(C)C)=O)[CH2:9][CH3:10])=[C:4]([CH2:18]OC)[CH:3]=1.B(Br)(Br)Br.BrCC1C=C(Cl)C=CC=1[C@@H](N)CC.ClC1C=CC([C@@H](NS(C(C)(C)C)=O)CC)=C(CO)C=1.BrCC1C=C(Cl)C=CC=1[C@@H](NS(C(C)(C)C)=O)CC.N[C@H](C1C=CC(Cl)=CC=1CO)CC.CCN(CC)CC.[CH3:96][C:97]([O:100][C:101](O[C:101]([O:100][C:97]([CH3:99])([CH3:98])[CH3:96])=[O:102])=[O:102])([CH3:99])[CH3:98]. (5) Given the product [Cl:1][C:2]1[CH:7]=[CH:6][C:5]([OH:8])=[C:4]([CH:9]([CH3:11])[CH3:10])[CH:3]=1, predict the reactants needed to synthesize it. The reactants are: [Cl:1][C:2]1[CH:7]=[CH:6][C:5]([OH:8])=[C:4]([CH:9]([CH2:11]O)[CH3:10])[CH:3]=1.C([SiH](CC)CC)C.B(F)(F)F.CCOCC. (6) Given the product [F:20][C:19]1[CH:18]=[CH:17][C:16]([NH:21][C:22](=[O:27])[C:23]([CH3:26])([CH3:25])[CH3:24])=[CH:15][C:14]=1[C:12]([C:8]1[CH:9]=[C:10]2[C:5]([N:4]=[CH:3][C:2]([N:31]3[CH2:30][CH2:29][N:28]([C:34]([O:36][C:37]([CH3:40])([CH3:39])[CH3:38])=[O:35])[CH2:33][CH2:32]3)=[N:11]2)=[CH:6][CH:7]=1)=[O:13], predict the reactants needed to synthesize it. The reactants are: Cl[C:2]1[CH:3]=[N:4][C:5]2[C:10]([N:11]=1)=[CH:9][C:8]([C:12]([C:14]1[CH:15]=[C:16]([NH:21][C:22](=[O:27])[C:23]([CH3:26])([CH3:25])[CH3:24])[CH:17]=[CH:18][C:19]=1[F:20])=[O:13])=[CH:7][CH:6]=2.[N:28]1([C:34]([O:36][C:37]([CH3:40])([CH3:39])[CH3:38])=[O:35])[CH2:33][CH2:32][NH:31][CH2:30][CH2:29]1.CCN(C(C)C)C(C)C. (7) Given the product [CH:13]1([C:19]2[N:6]=[C:4]([N:26]3[CH2:27][CH2:28][N:23]([CH3:22])[CH2:24][CH2:25]3)[C:3]3[C:2](=[CH:10][CH:9]=[C:8]([O:11][CH3:12])[CH:7]=3)[N:1]=2)[CH2:18][CH2:17][CH2:16][CH2:15][CH2:14]1, predict the reactants needed to synthesize it. The reactants are: [NH2:1][C:2]1[CH:10]=[CH:9][C:8]([O:11][CH3:12])=[CH:7][C:3]=1[C:4]([NH2:6])=O.[CH:13]1([C:19](Cl)=O)[CH2:18][CH2:17][CH2:16][CH2:15][CH2:14]1.[CH3:22][N:23]1[CH2:28][CH2:27][NH:26][CH2:25][CH2:24]1. (8) The reactants are: [CH3:1][N:2]([CH3:7])[S:3](Cl)(=[O:5])=[O:4].[NH2:8][CH2:9][CH:10]1[CH2:15][CH2:14][CH:13]([CH2:16][NH2:17])[CH2:12][CH2:11]1.C(N(C(C)C)CC)(C)C. Given the product [NH2:8][CH2:9][CH:10]1[CH2:15][CH2:14][CH:13]([CH2:16][NH:17][S:3]([N:2]([CH3:7])[CH3:1])(=[O:5])=[O:4])[CH2:12][CH2:11]1, predict the reactants needed to synthesize it. (9) Given the product [NH:1]1[C:5]2[CH:6]=[CH:7][CH:8]=[CH:9][C:4]=2[N:3]=[C:2]1[C:10]1[C:11]([NH:15][CH2:16][CH2:17][CH2:18][OH:29])=[N:12][O:13][N:14]=1, predict the reactants needed to synthesize it. The reactants are: [NH:1]1[C:5]2[CH:6]=[CH:7][CH:8]=[CH:9][C:4]=2[N:3]=[C:2]1[C:10]1[C:11]([NH:15][CH2:16][CH2:17][C:18]#N)=[N:12][O:13][N:14]=1.[H-].[H-].[H-].[H-].[Li+].[Al+3].C1C[O:29]CC1.